Task: Predict the product of the given reaction.. Dataset: Forward reaction prediction with 1.9M reactions from USPTO patents (1976-2016) (1) Given the reactants [I:1][C:2]1[N:3]=[CH:4][NH:5][CH:6]=1.Br[CH2:8][CH2:9]Cl.C([O-])([O-])=O.[K+].[K+].[C:17]([N:24]1[CH2:29][CH2:28][NH:27][CH2:26][CH2:25]1)([O:19][C:20]([CH3:23])([CH3:22])[CH3:21])=[O:18], predict the reaction product. The product is: [I:1][C:2]1[N:3]=[CH:4][N:5]([CH2:8][CH2:9][N:27]2[CH2:26][CH2:25][N:24]([C:17]([O:19][C:20]([CH3:23])([CH3:22])[CH3:21])=[O:18])[CH2:29][CH2:28]2)[CH:6]=1. (2) Given the reactants [Cl:1][C:2]1[CH:12]=[C:11]([C:13]([NH:15][CH2:16][C:17](=[O:19])[CH3:18])=O)[CH:10]=[CH:9][C:3]=1[C:4]([O:6][CH2:7][CH3:8])=[O:5].P(Cl)(Cl)(Cl)=O.C(=O)([O-])O.[Na+], predict the reaction product. The product is: [Cl:1][C:2]1[CH:12]=[C:11]([C:13]2[O:19][C:17]([CH3:18])=[CH:16][N:15]=2)[CH:10]=[CH:9][C:3]=1[C:4]([O:6][CH2:7][CH3:8])=[O:5]. (3) Given the reactants [Cl:1][C:2]1[C:14]2[CH2:15][CH2:16][NH:17][CH2:18][CH2:19][N:12]3[C:13]=2[C:5]([C:6]2[CH2:7][CH2:8][CH2:9][CH2:10][C:11]=23)=[CH:4][CH:3]=1.C([BH3-])#N.[Na+].[C:24](O)(=O)[CH3:25], predict the reaction product. The product is: [Cl:1][C:2]1[C:14]2[CH2:15][CH2:16][N:17]([CH2:24][CH3:25])[CH2:18][CH2:19][N:12]3[C:13]=2[C:5]([CH:6]2[CH:11]3[CH2:10][CH2:9][CH2:8][CH2:7]2)=[CH:4][CH:3]=1. (4) Given the reactants ON=C(N1C2C(=CC=CC=2)C(C(C)C)=N1)N.C(OC(N1CCC(C(O)=O)CC1)=O)(C)(C)C.[F:33][C:34]1[CH:35]=[CH:36][CH:37]=[C:38]2[C:42]=1[N:41]([C:43](=[N:45][OH:46])[NH2:44])[N:40]=[C:39]2[CH:47]([CH3:49])[CH3:48].[N:50]1([CH2:56][CH2:57][CH2:58][C:59](O)=O)[CH2:55][CH2:54][CH2:53][CH2:52][CH2:51]1, predict the reaction product. The product is: [F:33][C:34]1[CH:35]=[CH:36][CH:37]=[C:38]2[C:42]=1[N:41]([C:43]1[N:44]=[C:59]([CH2:58][CH2:57][CH2:56][N:50]3[CH2:55][CH2:54][CH2:53][CH2:52][CH2:51]3)[O:46][N:45]=1)[N:40]=[C:39]2[CH:47]([CH3:49])[CH3:48]. (5) Given the reactants [CH2:1]([O:3][C:4]([C:6]1[S:7][C:8](Cl)=[N:9][N:10]=1)=[O:5])[CH3:2].C([O-])([O-])=O.[K+].[K+].[C:18]1([SH:24])[CH:23]=[CH:22][CH:21]=[CH:20][CH:19]=1, predict the reaction product. The product is: [CH2:1]([O:3][C:4]([C:6]1[S:7][C:8]([S:24][C:18]2[CH:23]=[CH:22][CH:21]=[CH:20][CH:19]=2)=[N:9][N:10]=1)=[O:5])[CH3:2].